Dataset: Catalyst prediction with 721,799 reactions and 888 catalyst types from USPTO. Task: Predict which catalyst facilitates the given reaction. (1) Reactant: C([O:8][CH2:9][CH2:10][N:11]1[C:17](=[O:18])[C@@H:16]([NH:19][C:20]([C@@H:22]([O:24][C:25](=[O:32])[NH:26][CH2:27][C:28]([F:31])([F:30])[F:29])[CH3:23])=[O:21])[C:15]2[CH:33]=[CH:34][CH:35]=[CH:36][C:14]=2[C:13]2[CH:37]=[CH:38][CH:39]=[CH:40][C:12]1=2)C1C=CC=CC=1.C(OCC)(=O)C. Product: [OH:8][CH2:9][CH2:10][N:11]1[C:17](=[O:18])[C@@H:16]([NH:19][C:20]([C@@H:22]([O:24][C:25](=[O:32])[NH:26][CH2:27][C:28]([F:29])([F:30])[F:31])[CH3:23])=[O:21])[C:15]2[CH:33]=[CH:34][CH:35]=[CH:36][C:14]=2[C:13]2[CH:37]=[CH:38][CH:39]=[CH:40][C:12]1=2. The catalyst class is: 194. (2) Reactant: F[C:2]1[C:3]([N:8]2[CH:12]=[C:11]([CH:13]=[O:14])[C:10]([CH3:15])=[N:9]2)=[N:4][CH:5]=[CH:6][CH:7]=1.[NH:16]1[CH2:21][CH2:20][O:19][CH2:18][CH2:17]1. Product: [CH3:15][C:10]1[C:11]([CH:13]=[O:14])=[CH:12][N:8]([C:3]2[C:2]([N:16]3[CH2:21][CH2:20][O:19][CH2:18][CH2:17]3)=[CH:7][CH:6]=[CH:5][N:4]=2)[N:9]=1. The catalyst class is: 4.